Dataset: Full USPTO retrosynthesis dataset with 1.9M reactions from patents (1976-2016). Task: Predict the reactants needed to synthesize the given product. (1) Given the product [Br:1][C:2]1[C:10]([O:11][CH3:12])=[CH:9][C:5]([C:6]([O:8][CH3:14])=[O:7])=[C:4]([Cl:13])[CH:3]=1, predict the reactants needed to synthesize it. The reactants are: [Br:1][C:2]1[C:10]([O:11][CH3:12])=[CH:9][C:5]([C:6]([OH:8])=[O:7])=[C:4]([Cl:13])[CH:3]=1.[CH3:14][Si](C=[N+]=[N-])(C)C. (2) Given the product [Cl:18][C:13]1[CH:12]=[C:11]([C:9]2[CH:8]=[CH:7][N:6]=[C:5]([CH2:3][OH:2])[CH:10]=2)[CH:16]=[CH:15][C:14]=1[Cl:17], predict the reactants needed to synthesize it. The reactants are: C[O:2][C:3]([C:5]1[CH:10]=[C:9]([C:11]2[CH:16]=[CH:15][C:14]([Cl:17])=[C:13]([Cl:18])[CH:12]=2)[CH:8]=[CH:7][N:6]=1)=O.[H-].[Al+3].[Li+].[H-].[H-].[H-].C1COCC1. (3) Given the product [CH2:1]([O:3][C:4]1[CH:5]=[C:6]([C:12]([C:14]2[CH:19]=[CH:18][C:17]([O:20][CH3:21])=[C:16]([N+:22]([O-:24])=[O:23])[CH:15]=2)=[O:13])[CH:7]=[CH:8][C:9]=1[O:10][CH3:11])[CH3:2], predict the reactants needed to synthesize it. The reactants are: [CH2:1]([O:3][C:4]1[CH:5]=[C:6]([CH:12]([C:14]2[CH:19]=[CH:18][C:17]([O:20][CH3:21])=[C:16]([N+:22]([O-:24])=[O:23])[CH:15]=2)[OH:13])[CH:7]=[CH:8][C:9]=1[O:10][CH3:11])[CH3:2]. (4) Given the product [NH2:1][C:2]1[N:7]=[N:6][C:5]([C:8]2[CH:9]=[C:10]3[C:14](=[CH:15][CH:16]=2)[NH:13][N:12]=[C:11]3[CH3:26])=[N:4][C:3]=1[N:27]1[CH2:28][CH2:29][NH:30][CH2:31][CH2:32]1, predict the reactants needed to synthesize it. The reactants are: [NH2:1][C:2]1[N:7]=[N:6][C:5]([C:8]2[CH:9]=[C:10]3[C:14](=[CH:15][CH:16]=2)[N:13](CC2C=CC(OC)=CC=2)[N:12]=[C:11]3[CH3:26])=[N:4][C:3]=1[N:27]1[CH2:32][CH2:31][N:30](C(OC(C)(C)C)=O)[CH2:29][CH2:28]1. (5) Given the product [F:40][C:41]([F:46])([F:45])[C:42]([OH:44])=[O:43].[N:60]1([C@@H:61]2[CH2:57][CH2:56][N:64]([C:2]3[N:10]=[C:9]4[C:5]([N:6]=[CH:7][N:8]4[C@@H:11]4[CH2:15][C@H:14]([N:16]5[CH:20]=[C:19]([CH2:21][CH3:22])[CH:18]=[N:17]5)[C@@H:13]([OH:23])[C@H:12]4[OH:24])=[C:4]([NH:25][CH2:26][CH:27]([C:34]4[CH:39]=[CH:38][CH:37]=[CH:36][CH:35]=4)[C:28]4[CH:33]=[CH:32][CH:31]=[CH:30][CH:29]=4)[N:3]=3)[CH2:63]2)[CH2:74][CH2:78][CH2:77][CH2:76]1, predict the reactants needed to synthesize it. The reactants are: Cl[C:2]1[N:10]=[C:9]2[C:5]([N:6]=[CH:7][N:8]2[C@@H:11]2[CH2:15][C@H:14]([N:16]3[CH:20]=[C:19]([CH2:21][CH3:22])[CH:18]=[N:17]3)[C@@H:13]([OH:23])[C@H:12]2[OH:24])=[C:4]([NH:25][CH2:26][CH:27]([C:34]2[CH:39]=[CH:38][CH:37]=[CH:36][CH:35]=2)[C:28]2[CH:33]=[CH:32][CH:31]=[CH:30][CH:29]=2)[N:3]=1.[F:40][C:41]([F:46])([F:45])[C:42]([OH:44])=[O:43].C1(C(C2C=CC=CC=2)CN[C:56]2[N:64]=[C:63](NCCN3CCCCC3)N=[C:61]3[C:57]=2N=C[N:60]3[C@@H:74]2[CH2:78][C@H:77](N3C=C(CO)C=N3)[C@@H:76](O)[C@H]2O)C=CC=CC=1.N1([C@@H]2CCNC2)CCCC1. (6) Given the product [Cl:1][C:2]1[CH:3]=[C:4]2[C:9](=[C:10]([NH2:12])[CH:11]=1)[N:8]=[CH:7][CH:6]=[CH:5]2, predict the reactants needed to synthesize it. The reactants are: [Cl:1][C:2]1[CH:3]=[C:4]2[C:9](=[C:10]([N+:12]([O-])=O)[CH:11]=1)[N:8]=[CH:7][CH:6]=[CH:5]2.[NH4+].[Cl-].O.